Dataset: Reaction yield outcomes from USPTO patents with 853,638 reactions. Task: Predict the reaction yield, written as a fraction of the theoretical maximum amount of product (1.0 means a 100% yield; for example, 0.34 means a 34% yield). (1) The reactants are Br[C:2]1[C:11]2[C:6](=[CH:7][CH:8]=[CH:9][CH:10]=2)[C:5]([C:12]2[CH:17]=[CH:16][C:15]([Cl:18])=[CH:14][CH:13]=2)=[C:4]([CH:19]([O:24][C:25]([CH3:28])([CH3:27])[CH3:26])[C:20]([O:22]C)=[O:21])[C:3]=1[CH3:29].[C:30]([Cu])#[N:31].CN1C(=O)CCC1. The catalyst is CCO. The product is [C:25]([O:24][CH:19]([C:4]1[C:3]([CH3:29])=[C:2]([C:30]#[N:31])[C:11]2[C:6](=[CH:7][CH:8]=[CH:9][CH:10]=2)[C:5]=1[C:12]1[CH:17]=[CH:16][C:15]([Cl:18])=[CH:14][CH:13]=1)[C:20]([OH:22])=[O:21])([CH3:26])([CH3:28])[CH3:27]. The yield is 0.550. (2) The reactants are [N:1]1[CH:6]=[CH:5][CH:4]=[CH:3][C:2]=1[C:7]1[CH:8]=[N:9][NH:10][C:11]=1[NH2:12].O=[C:14]([C:20]1[CH:25]=[CH:24][CH:23]=[CH:22][CH:21]=1)[CH2:15][C:16](OC)=[O:17]. The catalyst is C(O)(=O)C. The product is [C:20]1([C:14]2[NH:12][C:11]3[N:10]([N:9]=[CH:8][C:7]=3[C:2]3[CH:3]=[CH:4][CH:5]=[CH:6][N:1]=3)[C:16](=[O:17])[CH:15]=2)[CH:25]=[CH:24][CH:23]=[CH:22][CH:21]=1. The yield is 0.620. (3) The reactants are [NH:1]1[CH:5]=[CH:4][N:3]=[C:2]1[C:6]1[CH:7]=[CH:8][C:9]([CH3:30])=[C:10]([NH:12][C:13](=[O:29])[C:14]2[CH:19]=[CH:18][C:17]([O:20][CH2:21][C:22]3[CH:27]=[C:26](Cl)[CH:25]=[CH:24][N:23]=3)=[CH:16][CH:15]=2)[CH:11]=1.[NH:31]1[CH2:36][CH2:35][O:34][CH2:33][CH2:32]1. No catalyst specified. The product is [NH:1]1[CH:5]=[CH:4][N:3]=[C:2]1[C:6]1[CH:7]=[CH:8][C:9]([CH3:30])=[C:10]([NH:12][C:13](=[O:29])[C:14]2[CH:19]=[CH:18][C:17]([O:20][CH2:21][C:22]3[CH:27]=[C:26]([N:31]4[CH2:36][CH2:35][O:34][CH2:33][CH2:32]4)[CH:25]=[CH:24][N:23]=3)=[CH:16][CH:15]=2)[CH:11]=1. The yield is 0.890.